Dataset: Peptide-MHC class II binding affinity with 134,281 pairs from IEDB. Task: Regression. Given a peptide amino acid sequence and an MHC pseudo amino acid sequence, predict their binding affinity value. This is MHC class II binding data. The peptide sequence is KGSNPNYLALLVKYV. The MHC is HLA-DPA10103-DPB10301 with pseudo-sequence HLA-DPA10103-DPB10301. The binding affinity (normalized) is 0.0352.